This data is from Forward reaction prediction with 1.9M reactions from USPTO patents (1976-2016). The task is: Predict the product of the given reaction. (1) Given the reactants [Br:1][C:2]1[CH:3]=[N:4][CH:5]=[C:6]([N+:9]([O-:11])=[O:10])[C:7]=1Cl.O.[NH2:13][NH2:14], predict the reaction product. The product is: [Br:1][C:2]1[CH:3]=[N:4][CH:5]=[C:6]([N+:9]([O-:11])=[O:10])[C:7]=1[NH:13][NH2:14]. (2) The product is: [N:25]1([C:20]([C:15]2[CH:16]=[N:17][N:18]([CH3:19])[C:14]=2[C:12]([NH:11][C:8]2[CH:9]=[CH:10][N:5]3[N:4]=[C:3]([N:2]([CH3:1])[CH3:24])[N:23]=[C:6]3[CH:7]=2)=[O:13])=[O:21])[CH2:28][CH2:27][CH2:26]1. Given the reactants [CH3:1][N:2]([CH3:24])[C:3]1[N:23]=[C:6]2[CH:7]=[C:8]([NH:11][C:12]([C:14]3[N:18]([CH3:19])[N:17]=[CH:16][C:15]=3[C:20](O)=[O:21])=[O:13])[CH:9]=[CH:10][N:5]2[N:4]=1.[NH:25]1[CH2:28][CH2:27][CH2:26]1.CCCP(=O)=O.C(N(C(C)C)CC)(C)C, predict the reaction product. (3) The product is: [N+:1]([C:4]1[C:9]([N+:10]([O-:12])=[O:11])=[CH:8][CH:7]=[CH:6][C:5]=1[NH2:13])([O-:3])=[O:2]. Given the reactants [N+:1]([C:4]1[C:9]([N+:10]([O-:12])=[O:11])=[CH:8][CH:7]=[CH:6][C:5]=1[NH:13]C(=O)C)([O-:3])=[O:2].C[O-].[Na+].O, predict the reaction product. (4) Given the reactants [CH3:1][CH:2]([NH:4][C@H:5]1[CH2:9][CH2:8][N:7]([C:10]([O:12][C:13]([CH3:16])([CH3:15])[CH3:14])=[O:11])[CH2:6]1)[CH3:3].[F:17][C:18]([F:29])([F:28])[C:19]1[CH:26]=[CH:25][C:24]([F:27])=[CH:23][C:20]=1[CH2:21]Br.C(=O)([O-])[O-].[K+].[K+], predict the reaction product. The product is: [CH3:3][CH:2]([N:4]([CH2:21][C:20]1[CH:23]=[C:24]([F:27])[CH:25]=[CH:26][C:19]=1[C:18]([F:28])([F:17])[F:29])[C@H:5]1[CH2:9][CH2:8][N:7]([C:10]([O:12][C:13]([CH3:14])([CH3:16])[CH3:15])=[O:11])[CH2:6]1)[CH3:1]. (5) Given the reactants [CH2:1]([C:6]1[CH:38]=[CH:37][C:9]([O:10][C:11]([C:13]2[CH:18]=[CH:17][C:16]([O:19][C:20](=[O:36])[C:21]3[CH:26]=[CH:25][C:24]([O:27]CC4C=CC=CC=4)=[CH:23][C:22]=3[Cl:35])=[CH:15][CH:14]=2)=[O:12])=[CH:8][CH:7]=1)[CH2:2][CH2:3][CH2:4][CH3:5].C1CCCCC=1, predict the reaction product. The product is: [CH2:1]([C:6]1[CH:38]=[CH:37][C:9]([O:10][C:11]([C:13]2[CH:18]=[CH:17][C:16]([O:19][C:20](=[O:36])[C:21]3[CH:26]=[CH:25][C:24]([OH:27])=[CH:23][C:22]=3[Cl:35])=[CH:15][CH:14]=2)=[O:12])=[CH:8][CH:7]=1)[CH2:2][CH2:3][CH2:4][CH3:5]. (6) Given the reactants C[O:2][C:3](=[O:28])[C:4]1[CH:9]=[C:8]([C:10](=[O:26])[C:11]2[CH:16]=[CH:15][C:14]([O:17][CH2:18][C:19]3[CH:24]=[CH:23][CH:22]=[C:21]([Cl:25])[CH:20]=3)=[CH:13][N:12]=2)[CH:7]=[CH:6][C:5]=1F.[F:29][C:30]1[CH:31]=[C:32]([SH:37])[CH:33]=[CH:34][C:35]=1[F:36].ClC1C=CC(CNC2C=CC(C(C3C=CC(S(C4C=CC(F)=C(F)C=4)=O)=C(C=3)C(O)=O)=O)=NC=2)=CC=1, predict the reaction product. The product is: [Cl:25][C:21]1[CH:20]=[C:19]([CH:24]=[CH:23][CH:22]=1)[CH2:18][O:17][C:14]1[CH:15]=[CH:16][C:11]([C:10]([C:8]2[CH:7]=[CH:6][C:5]([S:37][C:32]3[CH:33]=[CH:34][C:35]([F:36])=[C:30]([F:29])[CH:31]=3)=[C:4]([CH:9]=2)[C:3]([OH:2])=[O:28])=[O:26])=[N:12][CH:13]=1. (7) Given the reactants Cl[C:2]1[C:3]2[N:10]([CH2:11][CH2:12][O:13][CH2:14][CH3:15])[CH:9]=[CH:8][C:4]=2[N:5]=[CH:6][N:7]=1.[Cl:16][C:17]1[CH:18]=[C:19]([CH:21]=[CH:22][C:23]=1[O:24][CH2:25][C:26]1[CH:31]=[CH:30][CH:29]=[C:28]([F:32])[CH:27]=1)[NH2:20], predict the reaction product. The product is: [Cl:16][C:17]1[CH:18]=[C:19]([NH:20][C:2]2[C:3]3[N:10]([CH2:11][CH2:12][O:13][CH2:14][CH3:15])[CH:9]=[CH:8][C:4]=3[N:5]=[CH:6][N:7]=2)[CH:21]=[CH:22][C:23]=1[O:24][CH2:25][C:26]1[CH:31]=[CH:30][CH:29]=[C:28]([F:32])[CH:27]=1. (8) Given the reactants [CH3:1][O:2][C:3](=[O:12])[C:4]1[C:9](Cl)=[CH:8][C:7]([CH3:11])=[N:6][CH:5]=1.[Cl:13][C:14]1[CH:19]=[CH:18][C:17]([Cl:20])=[CH:16][C:15]=1[OH:21].C(=O)([O-])[O-].[K+].[K+].Cl, predict the reaction product. The product is: [CH3:1][O:2][C:3](=[O:12])[C:4]1[C:9]([O:21][C:15]2[CH:16]=[C:17]([Cl:20])[CH:18]=[CH:19][C:14]=2[Cl:13])=[CH:8][C:7]([CH3:11])=[N:6][CH:5]=1. (9) Given the reactants [CH3:1][O:2][C:3]1[CH:4]=[C:5]([CH:11]=[C:12]([N+:14]([O-])=O)[CH:13]=1)[C:6]([O:8][CH2:9][CH3:10])=[O:7].[H][H], predict the reaction product. The product is: [NH2:14][C:12]1[CH:11]=[C:5]([CH:4]=[C:3]([O:2][CH3:1])[CH:13]=1)[C:6]([O:8][CH2:9][CH3:10])=[O:7].